Dataset: Full USPTO retrosynthesis dataset with 1.9M reactions from patents (1976-2016). Task: Predict the reactants needed to synthesize the given product. (1) Given the product [Br:12][C:7]1[CH:8]=[C:3]([C:2]([F:1])([F:10])[F:11])[C:4]([NH2:9])=[N:5][CH:6]=1, predict the reactants needed to synthesize it. The reactants are: [F:1][C:2]([F:11])([F:10])[C:3]1[C:4]([NH2:9])=[N:5][CH:6]=[CH:7][CH:8]=1.[Br:12]Br.O. (2) Given the product [Cl:1][C:2]1[CH:7]=[CH:6][N:5]=[C:4]2[CH:8]=[C:9]([CH2:11][N:13]3[CH2:18][CH2:17][O:16][CH2:15][CH2:14]3)[S:10][C:3]=12, predict the reactants needed to synthesize it. The reactants are: [Cl:1][C:2]1[CH:7]=[CH:6][N:5]=[C:4]2[CH:8]=[C:9]([CH:11]=O)[S:10][C:3]=12.[NH:13]1[CH2:18][CH2:17][O:16][CH2:15][CH2:14]1.C(O)(=O)C.C([BH3-])#N.[Na+].